This data is from Reaction yield outcomes from USPTO patents with 853,638 reactions. The task is: Predict the reaction yield, written as a fraction of the theoretical maximum amount of product (1.0 means a 100% yield; for example, 0.34 means a 34% yield). (1) No catalyst specified. The yield is 0.656. The product is [CH2:1]([O:4][N:5]([C@H:18]1[CH2:23][N:22]([C:24]([O:26][C:27]([CH3:29])([CH3:28])[CH3:30])=[O:25])[C@H:21]([CH2:31][OH:32])[C:20]([CH3:40])=[C:19]1[CH3:41])[S:6]([C:9]1[CH:14]=[CH:13][CH:12]=[CH:11][C:10]=1[N+:15]([O-:17])=[O:16])(=[O:8])=[O:7])[CH:2]=[CH2:3]. The reactants are [CH2:1]([O:4][N:5]([C@H:18]1[CH2:23][N:22]([C:24]([O:26][C:27]([CH3:30])([CH3:29])[CH3:28])=[O:25])[C@H:21]([CH2:31][O:32][Si](C(C)(C)C)(C)C)[C:20]([CH3:40])=[C:19]1[CH3:41])[S:6]([C:9]1[CH:14]=[CH:13][CH:12]=[CH:11][C:10]=1[N+:15]([O-:17])=[O:16])(=[O:8])=[O:7])[CH:2]=[CH2:3].C(ON([C@H]1CN(C(OC(C)(C)C)=O)[C@H](CO)C=C1C)S(C1C=CC=CC=1[N+]([O-])=O)(=O)=O)C=C. (2) The reactants are [CH2:1]([N:3]([C@H:26]1[CH2:31][CH2:30][C@H:29]([NH:32][CH3:33])[CH2:28][CH2:27]1)[C:4]1[C:5]([CH3:25])=[C:6]([C:21]([O:23][CH3:24])=[O:22])[CH:7]=[C:8]([C:10]2[CH:15]=[CH:14][C:13]([O:16][CH2:17][CH2:18][O:19][CH3:20])=[CH:12][CH:11]=2)[CH:9]=1)[CH3:2].Br[CH2:35][CH2:36][O:37][CH3:38].C([O-])([O-])=O.[K+].[K+]. The catalyst is C(#N)C.O. The product is [CH2:1]([N:3]([C@H:26]1[CH2:27][CH2:28][C@H:29]([N:32]([CH2:35][CH2:36][O:37][CH3:38])[CH3:33])[CH2:30][CH2:31]1)[C:4]1[C:5]([CH3:25])=[C:6]([C:21]([O:23][CH3:24])=[O:22])[CH:7]=[C:8]([C:10]2[CH:11]=[CH:12][C:13]([O:16][CH2:17][CH2:18][O:19][CH3:20])=[CH:14][CH:15]=2)[CH:9]=1)[CH3:2]. The yield is 0.900. (3) The product is [I:14][C:10]1[CH:11]=[N:12][C:13]2[C:8]([CH:9]=1)=[CH:7][CH:6]=[CH:5][C:4]=2[N+:1]([O-:3])=[O:2]. The catalyst is C(O)(=O)C. The reactants are [N+:1]([C:4]1[CH:5]=[CH:6][CH:7]=[C:8]2[C:13]=1[N:12]=[CH:11][CH:10]=[CH:9]2)([O-:3])=[O:2].[I:14]N1C(=O)CCC1=O. The yield is 0.970. (4) The reactants are [NH2:1][C:2]1[O:6][N:5]=[C:4]([CH3:7])[C:3]=1[C:8]#[N:9].[OH:10]S(O)(=O)=O.[C:15](O[C:15](=O)[CH2:16][CH2:17][CH3:18])(=O)[CH2:16][CH2:17][CH3:18]. No catalyst specified. The product is [CH3:7][C:4]1[C:3]2[C:8](=[O:10])[NH:9][C:15]([CH2:16][CH2:17][CH3:18])=[N:1][C:2]=2[O:6][N:5]=1. The yield is 0.520. (5) The reactants are FC1C=CC(N)=CC=1.[F:9][C:10]1[CH:17]=[CH:16][C:13]([CH2:14][NH2:15])=[CH:12][CH:11]=1.[CH3:18][O:19][CH:20]([O:23][CH3:24])[CH:21]=O.C(O[BH-](OC(=O)C)OC(=O)C)(=O)C.[Na+]. No catalyst specified. The product is [F:9][C:10]1[CH:17]=[CH:16][C:13]([CH2:14][NH:15][CH2:21][CH:20]([O:23][CH3:24])[O:19][CH3:18])=[CH:12][CH:11]=1. The yield is 0.710. (6) The yield is 0.980. The reactants are [Cl-].[CH3:2][O:3][CH2:4][P+](C1C=CC=CC=1)(C1C=CC=CC=1)C1C=CC=CC=1.CC(C)([O-])C.[K+].[CH2:30]([O:37][C:38](=[O:48])[N:39]([CH3:47])[CH:40]1[CH2:45][CH2:44][C:43](=O)[CH2:42][CH2:41]1)[C:31]1[CH:36]=[CH:35][CH:34]=[CH:33][CH:32]=1.C([O-])(O)=O.[Na+]. The product is [CH2:30]([O:37][C:38](=[O:48])[N:39]([CH:40]1[CH2:45][CH2:44][C:43](=[CH:2][O:3][CH3:4])[CH2:42][CH2:41]1)[CH3:47])[C:31]1[CH:36]=[CH:35][CH:34]=[CH:33][CH:32]=1. The catalyst is C1COCC1. (7) The reactants are [CH:1]([C:3]1[CH:18]=[CH:17][C:6]([O:7][C:8]2[CH:16]=[CH:15][C:11]([C:12]([NH2:14])=[O:13])=[CH:10][N:9]=2)=[C:5]([O:19][CH3:20])[CH:4]=1)=O.[CH2:21]([NH2:25])[CH2:22][CH2:23][CH3:24]. No catalyst specified. The product is [CH2:21]([NH:25][CH2:1][C:3]1[CH:18]=[CH:17][C:6]([O:7][C:8]2[CH:16]=[CH:15][C:11]([C:12]([NH2:14])=[O:13])=[CH:10][N:9]=2)=[C:5]([O:19][CH3:20])[CH:4]=1)[CH2:22][CH2:23][CH3:24]. The yield is 0.757.